This data is from Reaction yield outcomes from USPTO patents with 853,638 reactions. The task is: Predict the reaction yield, written as a fraction of the theoretical maximum amount of product (1.0 means a 100% yield; for example, 0.34 means a 34% yield). (1) The reactants are [N+:1]([C:4]1[CH:9]=[CH:8][C:7]([CH2:10][C:11]([NH2:13])=[O:12])=[CH:6][CH:5]=1)([O-])=O.[H][H]. The catalyst is CO.[Pd]. The product is [NH2:1][C:4]1[CH:5]=[CH:6][C:7]([CH2:10][C:11]([NH2:13])=[O:12])=[CH:8][CH:9]=1. The yield is 0.900. (2) The reactants are [CH3:1][S:2]([CH:5]([CH3:16])[C:6]([O:8][CH2:9][C:10]1[CH:15]=[CH:14][CH:13]=[CH:12][CH:11]=1)=[O:7])(=[O:4])=[O:3].C([O-])([O-])=O.[Cs+].[Cs+].Br[CH2:24][CH:25]=[CH2:26]. The catalyst is CC#N. The product is [CH3:16][C@@:5]([S:2]([CH3:1])(=[O:3])=[O:4])([CH2:26][CH:25]=[CH2:24])[C:6]([O:8][CH2:9][C:10]1[CH:15]=[CH:14][CH:13]=[CH:12][CH:11]=1)=[O:7]. The yield is 0.770.